Dataset: NCI-60 drug combinations with 297,098 pairs across 59 cell lines. Task: Regression. Given two drug SMILES strings and cell line genomic features, predict the synergy score measuring deviation from expected non-interaction effect. (1) Drug 1: C1=NNC2=C1C(=O)NC=N2. Drug 2: COCCOC1=C(C=C2C(=C1)C(=NC=N2)NC3=CC=CC(=C3)C#C)OCCOC.Cl. Synergy scores: CSS=8.05, Synergy_ZIP=0.191, Synergy_Bliss=1.96, Synergy_Loewe=1.60, Synergy_HSA=2.99. Cell line: SN12C. (2) Drug 1: CC1=CC2C(CCC3(C2CCC3(C(=O)C)OC(=O)C)C)C4(C1=CC(=O)CC4)C. Drug 2: C1=CC(=CC=C1CCCC(=O)O)N(CCCl)CCCl. Cell line: HOP-62. Synergy scores: CSS=29.3, Synergy_ZIP=-2.60, Synergy_Bliss=-2.43, Synergy_Loewe=-19.2, Synergy_HSA=-6.90.